Dataset: Full USPTO retrosynthesis dataset with 1.9M reactions from patents (1976-2016). Task: Predict the reactants needed to synthesize the given product. Given the product [F:11][C:9]([F:10])([F:12])[C:7]1[CH:6]=[C:5]([C:13]([CH3:42])([CH3:43])[C:14]([N:16]([CH3:41])[C:17]2[C:18]([C:33]3[CH:38]=[CH:37][C:36]([F:39])=[CH:35][C:34]=3[CH3:40])=[CH:19][C:20]([N:23]3[CH2:24][CH2:25][CH:26]([S:48]([OH:51])(=[O:50])=[O:49])[CH2:27][CH2:28]3)=[N:21][CH:22]=2)=[O:15])[CH:4]=[C:3]([C:2]([F:45])([F:1])[F:44])[CH:8]=1, predict the reactants needed to synthesize it. The reactants are: [F:1][C:2]([F:45])([F:44])[C:3]1[CH:4]=[C:5]([C:13]([CH3:43])([CH3:42])[C:14]([N:16]([CH3:41])[C:17]2[C:18]([C:33]3[CH:38]=[CH:37][C:36]([F:39])=[CH:35][C:34]=3[CH3:40])=[CH:19][C:20]([N:23]3[CH2:28][CH2:27][CH:26](OC(=S)C)[CH2:25][CH2:24]3)=[N:21][CH:22]=2)=[O:15])[CH:6]=[C:7]([C:9]([F:12])([F:11])[F:10])[CH:8]=1.OO.[S:48]([O-:51])([OH:50])=[O:49].[Na+].